From a dataset of Catalyst prediction with 721,799 reactions and 888 catalyst types from USPTO. Predict which catalyst facilitates the given reaction. (1) Reactant: [CH:1]1([CH2:9][OH:10])[C:3]2([CH2:8][CH2:7][CH2:6][CH2:5][CH2:4]2)[CH2:2]1.CC(C)([O-])C.[K+].[N:17]1([S:21]([NH:24][C:25](=[O:35])[C:26]2[CH:31]=[C:30]([Cl:32])[C:29](F)=[CH:28][C:27]=2[F:34])(=[O:23])=[O:22])[CH2:20][CH2:19][CH2:18]1.Cl. Product: [N:17]1([S:21]([NH:24][C:25](=[O:35])[C:26]2[CH:31]=[C:30]([Cl:32])[C:29]([O:10][CH2:9][CH:1]3[C:3]4([CH2:8][CH2:7][CH2:6][CH2:5][CH2:4]4)[CH2:2]3)=[CH:28][C:27]=2[F:34])(=[O:23])=[O:22])[CH2:20][CH2:19][CH2:18]1. The catalyst class is: 16. (2) Reactant: Cl[CH2:2][C:3]1[C:8]([O:9][CH3:10])=[C:7]([O:11][CH3:12])[CH:6]=[CH:5][N:4]=1.[N+](C(C)C)([O-])=[O:14].[Na]. Product: [CH3:10][O:9][C:8]1[C:3]([CH:2]=[O:14])=[N:4][CH:5]=[CH:6][C:7]=1[O:11][CH3:12]. The catalyst class is: 138. (3) Reactant: [Cl:1][C:2]1[CH:7]=[C:6]([S:8]C#N)[CH:5]=[C:4]([Cl:11])[C:3]=1[O:12][C:13](=[O:15])[CH3:14].C[S-].[Na+]. Product: [Cl:1][C:2]1[CH:7]=[C:6]([SH:8])[CH:5]=[C:4]([Cl:11])[C:3]=1[O:12][C:13](=[O:15])[CH3:14]. The catalyst class is: 5. (4) Reactant: C1C=CC(P(C2C=CC=CC=2)C2C=CC=CC=2)=CC=1.[Br:20][C:21]1[CH:22]=[CH:23][CH:24]=[C:25]2[C:29]=1[NH:28][C:27]([C:30]([F:33])([F:32])[F:31])=[C:26]2[CH2:34][CH2:35][CH2:36][OH:37].[Cl:38][C:39]1[C:44]([CH3:45])=[CH:43][C:42](O)=[CH:41][C:40]=1[CH3:47]. Product: [Br:20][C:21]1[CH:22]=[CH:23][CH:24]=[C:25]2[C:29]=1[NH:28][C:27]([C:30]([F:31])([F:32])[F:33])=[C:26]2[CH2:34][CH2:35][CH2:36][O:37][C:42]1[CH:43]=[C:44]([CH3:45])[C:39]([Cl:38])=[C:40]([CH3:47])[CH:41]=1. The catalyst class is: 1.